From a dataset of NCI-60 drug combinations with 297,098 pairs across 59 cell lines. Regression. Given two drug SMILES strings and cell line genomic features, predict the synergy score measuring deviation from expected non-interaction effect. Cell line: SW-620. Drug 1: CC1C(C(CC(O1)OC2CC(CC3=C2C(=C4C(=C3O)C(=O)C5=C(C4=O)C(=CC=C5)OC)O)(C(=O)C)O)N)O.Cl. Synergy scores: CSS=28.7, Synergy_ZIP=1.13, Synergy_Bliss=0.782, Synergy_Loewe=-41.4, Synergy_HSA=0.197. Drug 2: C1CNP(=O)(OC1)N(CCCl)CCCl.